From a dataset of Full USPTO retrosynthesis dataset with 1.9M reactions from patents (1976-2016). Predict the reactants needed to synthesize the given product. (1) Given the product [NH2:1][C@@H:4]([C:7]1[CH:8]=[N:9][C:10]([C:13]([F:16])([F:14])[F:15])=[CH:11][CH:12]=1)[CH2:5][OH:6], predict the reactants needed to synthesize it. The reactants are: [N:1]([C@@H:4]([C:7]1[CH:8]=[N:9][C:10]([C:13]([F:16])([F:15])[F:14])=[CH:11][CH:12]=1)[CH2:5][OH:6])=[N+]=[N-]. (2) The reactants are: [NH2:1][CH2:2][C:3]1[CH:4]=[C:5]([NH:9][C:10](=[O:16])[O:11][C:12]([CH3:15])([CH3:14])[CH3:13])[CH:6]=[CH:7][CH:8]=1.C(N(CC)CC)C.[N+:24]([C:27]1[CH:28]=[C:29]([CH:33]=[CH:34][CH:35]=1)[C:30](Cl)=[O:31])([O-:26])=[O:25].C(=O)(O)[O-].[Na+]. Given the product [N+:24]([C:27]1[CH:28]=[C:29]([CH:33]=[CH:34][CH:35]=1)[C:30]([NH:1][CH2:2][C:3]1[CH:4]=[C:5]([NH:9][C:10](=[O:16])[O:11][C:12]([CH3:13])([CH3:15])[CH3:14])[CH:6]=[CH:7][CH:8]=1)=[O:31])([O-:26])=[O:25], predict the reactants needed to synthesize it. (3) Given the product [CH3:12][CH2:11][CH2:10][CH2:9][CH2:8][CH2:7][CH2:6][CH2:5][CH2:4][CH2:3][CH2:2][CH3:1].[OH2:31], predict the reactants needed to synthesize it. The reactants are: [CH3:1][CH2:2][CH2:3][CH2:4][CH2:5][CH2:6][CH2:7][CH2:8][CH2:9][CH2:10][CH2:11][CH3:12].CCCCCCCC/C=C\CCCCCCCC[O:31]CCO. (4) Given the product [CH2:1]([O:8][C:9]1[CH:10]=[C:11]2[C:12](=[CH:13][CH:14]=1)[NH:15][C:17]([C:20]1[CH:25]=[CH:24][CH:23]=[CH:22][CH:21]=1)=[CH:16]2)[C:2]1[CH:7]=[CH:6][CH:5]=[CH:4][CH:3]=1, predict the reactants needed to synthesize it. The reactants are: [CH2:1]([O:8][C:9]1[CH:14]=[CH:13][C:12]([NH2:15])=[C:11]([CH:16]=[C:17](Br)Br)[CH:10]=1)[C:2]1[CH:7]=[CH:6][CH:5]=[CH:4][CH:3]=1.[C:20]1(B(O)O)[CH:25]=[CH:24][CH:23]=[CH:22][CH:21]=1.[O-]P([O-])([O-])=O.[K+].[K+].[K+].O. (5) Given the product [OH:1][C@H:2]([C:9]1[N:10]=[C:11](/[C:14](=[N:26]/[NH:25][C:17](=[O:24])[C:18]2[CH:23]=[CH:22][CH:21]=[N:20][CH:19]=2)/[CH3:15])[NH:12][CH:13]=1)[C@H:3]([OH:8])[C@H:4]([OH:7])[CH2:5][OH:6], predict the reactants needed to synthesize it. The reactants are: [OH:1][C@H:2]([C:9]1[N:10]=[C:11]([C:14](=O)[CH3:15])[NH:12][CH:13]=1)[C@H:3]([OH:8])[C@H:4]([OH:7])[CH2:5][OH:6].[C:17]([NH:25][NH2:26])(=[O:24])[C:18]1[CH:23]=[CH:22][CH:21]=[N:20][CH:19]=1.